This data is from NCI-60 drug combinations with 297,098 pairs across 59 cell lines. The task is: Regression. Given two drug SMILES strings and cell line genomic features, predict the synergy score measuring deviation from expected non-interaction effect. (1) Drug 1: CCCS(=O)(=O)NC1=C(C(=C(C=C1)F)C(=O)C2=CNC3=C2C=C(C=N3)C4=CC=C(C=C4)Cl)F. Drug 2: C1=CC(=CC=C1C#N)C(C2=CC=C(C=C2)C#N)N3C=NC=N3. Cell line: LOX IMVI. Synergy scores: CSS=30.2, Synergy_ZIP=-0.865, Synergy_Bliss=0.00920, Synergy_Loewe=-8.27, Synergy_HSA=2.37. (2) Synergy scores: CSS=33.7, Synergy_ZIP=3.18, Synergy_Bliss=4.12, Synergy_Loewe=-20.4, Synergy_HSA=2.93. Drug 2: CCCS(=O)(=O)NC1=C(C(=C(C=C1)F)C(=O)C2=CNC3=C2C=C(C=N3)C4=CC=C(C=C4)Cl)F. Drug 1: CCC1=CC2CC(C3=C(CN(C2)C1)C4=CC=CC=C4N3)(C5=C(C=C6C(=C5)C78CCN9C7C(C=CC9)(C(C(C8N6C)(C(=O)OC)O)OC(=O)C)CC)OC)C(=O)OC.C(C(C(=O)O)O)(C(=O)O)O. Cell line: SNB-75.